Dataset: Catalyst prediction with 721,799 reactions and 888 catalyst types from USPTO. Task: Predict which catalyst facilitates the given reaction. (1) Reactant: Br[CH2:2][C:3]1[CH:8]=[CH:7][C:6]([C:9]2[O:13][C:12]([C:14]3[C:15]([N:30](C(OC(C)(C)C)=O)C(=O)OC(C)(C)C)=[N:16][CH:17]=[C:18]([C:20]4[CH:25]=[CH:24][C:23](=[O:26])[N:22]([CH:27]([CH3:29])[CH3:28])[CH:21]=4)[N:19]=3)=[N:11][N:10]=2)=[C:5]([CH3:45])[CH:4]=1.[O:46]1[CH2:50][CH2:49][C@H:48]([NH2:51])[CH2:47]1.CCN(C(C)C)C(C)C. Product: [NH2:30][C:15]1[N:16]=[CH:17][C:18]([C:20]2[CH:25]=[CH:24][C:23](=[O:26])[N:22]([CH:27]([CH3:28])[CH3:29])[CH:21]=2)=[N:19][C:14]=1[C:12]1[O:13][C:9]([C:6]2[CH:7]=[CH:8][C:3]([CH2:2][NH:51][C@H:48]3[CH2:49][CH2:50][O:46][CH2:47]3)=[CH:4][C:5]=2[CH3:45])=[N:10][N:11]=1. The catalyst class is: 3. (2) Reactant: [F:1][C:2]1[CH:3]=[C:4]([NH:11][CH:12]2[CH2:17][CH2:16][N:15]([CH3:18])[CH2:14][CH2:13]2)[CH:5]=[CH:6][C:7]=1[N+:8]([O-])=O. Product: [F:1][C:2]1[CH:3]=[C:4]([NH:11][CH:12]2[CH2:17][CH2:16][N:15]([CH3:18])[CH2:14][CH2:13]2)[CH:5]=[CH:6][C:7]=1[NH2:8]. The catalyst class is: 19. (3) Reactant: [CH3:1][C@H:2]1[CH2:7][N:6]([CH:8]2[CH2:11][O:10][CH2:9]2)[C@H:5]([CH3:12])[CH2:4][N:3]1[C:13]1[CH:14]=[CH:15][C:16]([NH:19][C:20]2[C:25](=[O:26])[N:24]([CH3:27])[CH:23]=[C:22]([C:28]3[CH:35]=[C:34]([F:36])[CH:33]=[C:32]([N:37]4[CH:49]=[CH:48][N:40]5[C:41]6[CH2:42][CH2:43][CH2:44][CH2:45][C:46]=6[CH:47]=[C:39]5[C:38]4=[O:50])[C:29]=3[CH:30]=[O:31])[CH:21]=2)=[N:17][CH:18]=1.[BH4-].[Na+].O. Product: [CH3:1][C@H:2]1[CH2:7][N:6]([CH:8]2[CH2:11][O:10][CH2:9]2)[C@H:5]([CH3:12])[CH2:4][N:3]1[C:13]1[CH:14]=[CH:15][C:16]([NH:19][C:20]2[C:25](=[O:26])[N:24]([CH3:27])[CH:23]=[C:22]([C:28]3[C:29]([CH2:30][OH:31])=[C:32]([N:37]4[CH:49]=[CH:48][N:40]5[C:41]6[CH2:42][CH2:43][CH2:44][CH2:45][C:46]=6[CH:47]=[C:39]5[C:38]4=[O:50])[CH:33]=[C:34]([F:36])[CH:35]=3)[CH:21]=2)=[N:17][CH:18]=1. The catalyst class is: 5. (4) Reactant: [NH2:1][C:2]1[CH:7]=[C:6]([N+:8]([O-:10])=[O:9])[C:5]([F:11])=[CH:4][C:3]=1[S:12][CH2:13][CH2:14][OH:15].O=[C:17]1[CH2:22][CH2:21][N:20]([C:23]([O:25][C:26]([CH3:29])([CH3:28])[CH3:27])=[O:24])[CH2:19][CH2:18]1.C(O)(=O)C.C(O[BH-](OC(=O)C)OC(=O)C)(=O)C.[Na+]. Product: [F:11][C:5]1[C:6]([N+:8]([O-:10])=[O:9])=[CH:7][C:2]([NH:1][CH:17]2[CH2:22][CH2:21][N:20]([C:23]([O:25][C:26]([CH3:29])([CH3:28])[CH3:27])=[O:24])[CH2:19][CH2:18]2)=[C:3]([S:12][CH2:13][CH2:14][OH:15])[CH:4]=1. The catalyst class is: 68. (5) Reactant: [CH3:1][N:2]1[C:7]2[CH:8]=[C:9]([C:11]3[CH:12]=[N:13][NH:14][C:15]=3[CH3:16])[S:10][C:6]=2[C:5](=[O:17])[NH:4]C1(C)C.Cl.C([O-])(O)=O.[Na+]. Product: [CH3:1][NH:2][C:7]1[CH:8]=[C:9]([C:11]2[CH:12]=[N:13][NH:14][C:15]=2[CH3:16])[S:10][C:6]=1[C:5]([NH2:4])=[O:17]. The catalyst class is: 5. (6) Reactant: [C:1]([C:5]1[CH:14]=[CH:13][C:8]([C:9]([O:11]C)=O)=[CH:7][CH:6]=1)([CH3:4])([CH3:3])[CH3:2].C[O-].[Na+].[CH3:18][C:19]([CH3:21])=[O:20].Cl. Product: [C:1]([C:5]1[CH:6]=[CH:7][C:8]([C:9]([CH2:18][C:19](=[O:20])[CH3:21])=[O:11])=[CH:13][CH:14]=1)([CH3:2])([CH3:3])[CH3:4]. The catalyst class is: 149.